This data is from Full USPTO retrosynthesis dataset with 1.9M reactions from patents (1976-2016). The task is: Predict the reactants needed to synthesize the given product. (1) The reactants are: Br[C:2]1[C:3]([CH3:10])=[CH:4][C:5]([CH3:9])=[C:6]([CH3:8])[CH:7]=1.[NH:11]1[CH2:16][CH2:15][NH:14][CH2:13][CH2:12]1.CC(C)([O-])C.[Na+]. Given the product [CH3:10][C:3]1[CH:4]=[C:5]([CH3:9])[C:6]([CH3:8])=[CH:7][C:2]=1[N:11]1[CH2:16][CH2:15][NH:14][CH2:13][CH2:12]1, predict the reactants needed to synthesize it. (2) Given the product [C:26](=[O:42])([O:28][CH:29]([C:32]1[CH:37]=[CH:36][CH:35]=[CH:34][C:33]=1[C:38]([F:41])([F:40])[F:39])[CH2:30][NH:31][C:23](=[O:24])[CH2:22][N:10]1[C:11](=[O:21])[N:12]([CH2:13][C:14]2[CH:19]=[CH:18][CH:17]=[CH:16][C:15]=2[F:20])[C:8]([C:5]2[CH:4]=[CH:3][C:2]([Cl:1])=[CH:7][CH:6]=2)=[N:9]1)[NH2:27], predict the reactants needed to synthesize it. The reactants are: [Cl:1][C:2]1[CH:7]=[CH:6][C:5]([C:8]2[N:12]([CH2:13][C:14]3[CH:19]=[CH:18][CH:17]=[CH:16][C:15]=3[F:20])[C:11](=[O:21])[N:10]([CH2:22][C:23](O)=[O:24])[N:9]=2)=[CH:4][CH:3]=1.[C:26](=[O:42])([O:28][CH:29]([C:32]1[CH:37]=[CH:36][CH:35]=[CH:34][C:33]=1[C:38]([F:41])([F:40])[F:39])[CH2:30][NH2:31])[NH2:27].C(Cl)CCl.C1C=CC2N(O)N=NC=2C=1.Cl.